This data is from Full USPTO retrosynthesis dataset with 1.9M reactions from patents (1976-2016). The task is: Predict the reactants needed to synthesize the given product. The reactants are: [O:1]1[CH2:4][CH:3]([OH:5])[CH2:2]1.[Br:6][C:7]1[CH:12]=[CH:11][C:10](O)=[CH:9][CH:8]=1.C1(P(C2C=CC=CC=2)C2C=CC=CC=2)C=CC=CC=1.CC(OC(/N=N/C(OC(C)C)=O)=O)C. Given the product [Br:6][C:7]1[CH:12]=[CH:11][C:10]([O:5][CH:3]2[CH2:4][O:1][CH2:2]2)=[CH:9][CH:8]=1, predict the reactants needed to synthesize it.